Dataset: NCI-60 drug combinations with 297,098 pairs across 59 cell lines. Task: Regression. Given two drug SMILES strings and cell line genomic features, predict the synergy score measuring deviation from expected non-interaction effect. (1) Drug 1: CC1=C(N=C(N=C1N)C(CC(=O)N)NCC(C(=O)N)N)C(=O)NC(C(C2=CN=CN2)OC3C(C(C(C(O3)CO)O)O)OC4C(C(C(C(O4)CO)O)OC(=O)N)O)C(=O)NC(C)C(C(C)C(=O)NC(C(C)O)C(=O)NCCC5=NC(=CS5)C6=NC(=CS6)C(=O)NCCC[S+](C)C)O. Drug 2: CCCCC(=O)OCC(=O)C1(CC(C2=C(C1)C(=C3C(=C2O)C(=O)C4=C(C3=O)C=CC=C4OC)O)OC5CC(C(C(O5)C)O)NC(=O)C(F)(F)F)O. Cell line: T-47D. Synergy scores: CSS=37.7, Synergy_ZIP=-0.196, Synergy_Bliss=-1.08, Synergy_Loewe=-6.40, Synergy_HSA=-2.59. (2) Drug 1: CN1C2=C(C=C(C=C2)N(CCCl)CCCl)N=C1CCCC(=O)O.Cl. Drug 2: COC1=NC(=NC2=C1N=CN2C3C(C(C(O3)CO)O)O)N. Cell line: HOP-62. Synergy scores: CSS=16.1, Synergy_ZIP=-0.215, Synergy_Bliss=3.34, Synergy_Loewe=0.633, Synergy_HSA=0.940. (3) Synergy scores: CSS=22.1, Synergy_ZIP=-1.01, Synergy_Bliss=0.0211, Synergy_Loewe=-16.0, Synergy_HSA=0.354. Cell line: IGROV1. Drug 2: CCCCC(=O)OCC(=O)C1(CC(C2=C(C1)C(=C3C(=C2O)C(=O)C4=C(C3=O)C=CC=C4OC)O)OC5CC(C(C(O5)C)O)NC(=O)C(F)(F)F)O. Drug 1: CC1=C(C(CCC1)(C)C)C=CC(=CC=CC(=CC(=O)O)C)C. (4) Drug 1: C1=CC(=CC=C1CCCC(=O)O)N(CCCl)CCCl. Drug 2: CC12CCC3C(C1CCC2O)C(CC4=C3C=CC(=C4)O)CCCCCCCCCS(=O)CCCC(C(F)(F)F)(F)F. Cell line: IGROV1. Synergy scores: CSS=25.6, Synergy_ZIP=-3.60, Synergy_Bliss=-1.61, Synergy_Loewe=-1.68, Synergy_HSA=-1.38. (5) Drug 1: COC1=C(C=C2C(=C1)N=CN=C2NC3=CC(=C(C=C3)F)Cl)OCCCN4CCOCC4. Drug 2: C1=CC(=CC=C1CCCC(=O)O)N(CCCl)CCCl. Cell line: HOP-62. Synergy scores: CSS=41.7, Synergy_ZIP=-0.742, Synergy_Bliss=2.69, Synergy_Loewe=2.85, Synergy_HSA=4.08. (6) Drug 1: C1=C(C(=O)NC(=O)N1)N(CCCl)CCCl. Drug 2: C1CC(C1)(C(=O)O)C(=O)O.[NH2-].[NH2-].[Pt+2]. Cell line: SN12C. Synergy scores: CSS=42.3, Synergy_ZIP=-9.20, Synergy_Bliss=-4.28, Synergy_Loewe=-5.36, Synergy_HSA=-1.01.